This data is from Reaction yield outcomes from USPTO patents with 853,638 reactions. The task is: Predict the reaction yield, written as a fraction of the theoretical maximum amount of product (1.0 means a 100% yield; for example, 0.34 means a 34% yield). (1) The reactants are [OH:1][C@@H:2]1[C:11]2[CH:10]=[CH:9][N:8]3[CH:12]=[C:13]([CH3:15])[N:14]=[C:7]3[C:6]=2[NH:5][C@H:4]([C:16]2[CH:21]=[CH:20][CH:19]=[CH:18][CH:17]=2)[C@H:3]1[OH:22].CS(O)(=O)=O.[CH3:28][O:29][CH2:30][CH2:31]O. No catalyst specified. The product is [OH:22][C@H:3]1[C@@H:2]([O:1][CH2:31][CH2:30][O:29][CH3:28])[C:11]2[CH:10]=[CH:9][N:8]3[CH:12]=[C:13]([CH3:15])[N:14]=[C:7]3[C:6]=2[NH:5][C@@H:4]1[C:16]1[CH:21]=[CH:20][CH:19]=[CH:18][CH:17]=1.[OH:22][C@H:3]1[C@H:2]([O:1][CH2:31][CH2:30][O:29][CH3:28])[C:11]2[CH:10]=[CH:9][N:8]3[CH:12]=[C:13]([CH3:15])[N:14]=[C:7]3[C:6]=2[NH:5][C@@H:4]1[C:16]1[CH:21]=[CH:20][CH:19]=[CH:18][CH:17]=1. The yield is 0.230. (2) The reactants are C(=O)([O-])O[CH2:3][CH:4]=[CH:5][C:6]1[CH:11]=[CH:10][CH:9]=[CH:8][CH:7]=1.[CH:14]1[C:23]2[C:18](=[CH:19][CH:20]=[CH:21][CH:22]=2)[CH:17]=[CH:16][C:15]=1[NH2:24]. No catalyst specified. The product is [C:4]([CH:5]([C:6]1[CH:11]=[CH:10][CH:9]=[CH:8][CH:7]=1)[NH:24][C:15]1[CH:16]=[CH:17][C:18]2[C:23](=[CH:22][CH:21]=[CH:20][CH:19]=2)[CH:14]=1)#[CH:3]. The yield is 0.890. (3) The reactants are [NH:1]1[CH2:6][CH2:5][NH:4][C:3]2[CH:7]=[N:8][CH:9]=[CH:10][C:2]1=2.[C:11](OC([O-])=O)([O:13][C:14]([CH3:17])([CH3:16])[CH3:15])=[O:12]. The catalyst is ClCCl. The product is [C:14]([O:13][C:11]([N:8]1[CH:9]=[CH:10][C:2]2[C:3]([NH:4][CH2:5][CH2:6][N:1]=2)=[CH:7]1)=[O:12])([CH3:17])([CH3:16])[CH3:15]. The yield is 0.650. (4) The product is [Cl:13][C:14]1[CH:15]=[C:16]([C:20]2[O:24][N:23]=[C:22]([C:25]([CH3:1])([O:27][C:28]3[N:29]([CH3:39])[C:30]([C:33]4[CH:34]=[CH:35][N:36]=[CH:37][CH:38]=4)=[N:31][N:32]=3)[CH3:26])[N:21]=2)[CH:17]=[CH:18][CH:19]=1. The reactants are [CH:1](NC(C)C)(C)C.[Li]CCCC.[Cl:13][C:14]1[CH:15]=[C:16]([C:20]2[O:24][N:23]=[C:22]([C@H:25]([O:27][C:28]3[N:29]([CH3:39])[C:30]([C:33]4[CH:38]=[CH:37][N:36]=[CH:35][CH:34]=4)=[N:31][N:32]=3)[CH3:26])[N:21]=2)[CH:17]=[CH:18][CH:19]=1.CI.[NH4+].[Cl-]. The yield is 0.200. The catalyst is C1COCC1. (5) The reactants are [F:1][C:2]1[CH:12]=[CH:11][C:5]2[CH2:6][CH:7]([CH2:9][OH:10])[O:8][C:4]=2[C:3]=1[C:13]1[CH:18]=[CH:17][CH:16]=[CH:15][C:14]=1[CH3:19].[C:20]1([CH3:30])[CH:25]=[CH:24][C:23]([S:26](Cl)(=[O:28])=[O:27])=[CH:22][CH:21]=1.CC1C=CC(S(OCC2CC3C(C(F)(F)F)=CC=C(Cl)C=3O2)(=O)=O)=CC=1. No catalyst specified. The product is [CH3:30][C:20]1[CH:25]=[CH:24][C:23]([S:26]([O:10][CH2:9][CH:7]2[CH2:6][C:5]3[CH:11]=[CH:12][C:2]([F:1])=[C:3]([C:13]4[CH:18]=[CH:17][CH:16]=[CH:15][C:14]=4[CH3:19])[C:4]=3[O:8]2)(=[O:28])=[O:27])=[CH:22][CH:21]=1. The yield is 0.900.